Dataset: Forward reaction prediction with 1.9M reactions from USPTO patents (1976-2016). Task: Predict the product of the given reaction. (1) The product is: [CH3:16][C:17]1([CH3:39])[S:21][C@@H:20]2[C@H:22]([NH2:25])[C:23](=[O:24])[N:19]2[C@H:18]1[C:36]([OH:38])=[O:37]. Given the reactants CC(S[C@@H]1O[C@H](CO)[C@H](O)[C@H](O)[C@H]1O)C.[CH3:16][C:17]1([CH3:39])[S:21][C@@H:20]2[C@H:22]([NH:25]C(COC3C=CC=CC=3)=O)[C:23](=[O:24])[N:19]2[C@H:18]1[C:36]([OH:38])=[O:37], predict the reaction product. (2) Given the reactants Cl.NC1C=CC(CNC2C3CCN(C(=O)C(F)(F)F)CCC=3C=CC=2Cl)=CC=1.Cl.O1CCOCC1.[C:36]([O:40][C:41]([NH:43][C:44]1[CH:69]=[CH:68][C:47]([CH2:48][NH:49]C2C3CCN(C(=O)C(F)(F)F)CCC=3C=CC=2Cl)=[CH:46][CH:45]=1)=[O:42])([CH3:39])([CH3:38])[CH3:37], predict the reaction product. The product is: [C:36]([O:40][C:41]([NH:43][C:44]1[CH:45]=[CH:46][C:47]([C:48]#[N:49])=[CH:68][CH:69]=1)=[O:42])([CH3:39])([CH3:37])[CH3:38]. (3) Given the reactants [CH2:1]([O:8][C:9]1[CH:10]=[C:11]([CH:28]=[CH:29][CH:30]=1)[CH2:12][NH:13][CH2:14][CH2:15][NH:16][C@H:17]([CH:25]([CH3:27])[CH3:26])[C:18]([O:20][C:21]([CH3:24])([CH3:23])[CH3:22])=[O:19])[C:2]1[CH:7]=[CH:6][CH:5]=[CH:4][CH:3]=1.[OH-].[Na+].[C:33](Cl)(Cl)=[O:34], predict the reaction product. The product is: [CH2:1]([O:8][C:9]1[CH:10]=[C:11]([CH:28]=[CH:29][CH:30]=1)[CH2:12][N:13]1[CH2:14][CH2:15][N:16]([C@H:17]([CH:25]([CH3:26])[CH3:27])[C:18]([O:20][C:21]([CH3:24])([CH3:22])[CH3:23])=[O:19])[C:33]1=[O:34])[C:2]1[CH:3]=[CH:4][CH:5]=[CH:6][CH:7]=1. (4) Given the reactants [Cl:1][C:2]1[C:3](F)=[C:4](/[CH:9]=[CH:10]/[C:11]2[N:16]=[C:15](O)[CH:14]=[C:13]([CH3:18])[N:12]=2)[CH:5]=[CH:6][C:7]=1[F:8].O=P(Cl)(Cl)[Cl:22], predict the reaction product. The product is: [Cl:22][C:15]1[CH:14]=[C:13]([CH3:18])[N:12]=[C:11](/[CH:10]=[CH:9]/[C:4]2[CH:5]=[CH:6][C:7]([F:8])=[C:2]([Cl:1])[CH:3]=2)[N:16]=1. (5) Given the reactants [C:1]([O:5][C:6]([NH:8][CH2:9][C:10]1[CH:11]=[N:12][C:13]([C:16]#[N:17])=[CH:14][CH:15]=1)=[O:7])([CH3:4])([CH3:3])[CH3:2].OS([O-])(=O)=O.[K+].CO, predict the reaction product. The product is: [NH2:17][CH2:16][C:13]1[N:12]=[CH:11][C:10]([CH2:9][NH:8][C:6]([O:5][C:1]([CH3:4])([CH3:3])[CH3:2])=[O:7])=[CH:15][CH:14]=1. (6) Given the reactants [Cl:1][C:2]1[CH:21]=[CH:20][C:19]([CH2:22][C@@H:23]2[CH2:25][O:24]2)=[CH:18][C:3]=1[C:4]([NH:6][CH2:7][C:8]12[CH2:17][CH:12]3[CH2:13][CH:14]([CH2:16][CH:10]([CH2:11]3)[CH2:9]1)[CH2:15]2)=[O:5].[NH2:26][CH2:27][CH2:28][CH2:29][OH:30].CN1CCCC1=O.Cl, predict the reaction product. The product is: [ClH:1].[Cl:1][C:2]1[CH:21]=[CH:20][C:19]([CH2:22][C@@H:23]([OH:24])[CH2:25][NH:26][CH2:27][CH2:28][CH2:29][OH:30])=[CH:18][C:3]=1[C:4]([NH:6][CH2:7][C:8]12[CH2:9][CH:10]3[CH2:16][CH:14]([CH2:13][CH:12]([CH2:11]3)[CH2:17]1)[CH2:15]2)=[O:5]. (7) Given the reactants [CH:1]1[CH2:6][CH2:5][CH:4]=[CH:3]C=1.[CH3:7][C:8]([CH:10]=[CH2:11])=[O:9].Cl[Sn](Cl)(Cl)Cl.[C:17]([O-])(O)=O.[Na+], predict the reaction product. The product is: [CH:11]12[CH2:1][CH2:6][CH:5]([CH:4]=[CH:3]1)[CH2:17][CH:10]2[C:8](=[O:9])[CH3:7]. (8) The product is: [CH:11]12[CH2:12][CH:13]([CH:9]=[CH:10]1)[C:3]([C:4]([OH:6])=[O:5])=[C:2]2[C:1]([OH:8])=[O:7]. Given the reactants [C:1]([OH:8])(=[O:7])[C:2]#[C:3][C:4]([OH:6])=[O:5].[CH:9]1[CH2:13][CH:12]=[CH:11][CH:10]=1, predict the reaction product. (9) Given the reactants [Cl:1][C:2]1[CH:7]=[CH:6][C:5]([C@H:8]2[C@@H:12]([C:13]3[CH:18]=[CH:17][C:16]([Cl:19])=[CH:15][CH:14]=3)[N:11]([C:20](Cl)=[O:21])[C:10]([C:23]3[CH:28]=[C:27]([C:29]([C:32]#[N:33])([CH3:31])[CH3:30])[CH:26]=[CH:25][C:24]=3[O:34][CH2:35][CH3:36])=[N:9]2)=[CH:4][CH:3]=1.[CH3:37][N:38]([CH3:48])[C:39](=[O:47])[CH2:40][N:41]1[CH2:46][CH2:45][NH:44][CH2:43][CH2:42]1, predict the reaction product. The product is: [Cl:1][C:2]1[CH:3]=[CH:4][C:5]([C@H:8]2[C@@H:12]([C:13]3[CH:14]=[CH:15][C:16]([Cl:19])=[CH:17][CH:18]=3)[N:11]([C:20]([N:44]3[CH2:43][CH2:42][N:41]([CH2:40][C:39]([N:38]([CH3:48])[CH3:37])=[O:47])[CH2:46][CH2:45]3)=[O:21])[C:10]([C:23]3[CH:28]=[C:27]([C:29]([C:32]#[N:33])([CH3:30])[CH3:31])[CH:26]=[CH:25][C:24]=3[O:34][CH2:35][CH3:36])=[N:9]2)=[CH:6][CH:7]=1. (10) Given the reactants [Br:1][C:2]1[CH:3]=[CH:4][C:5]2[N:6]([CH:8]=[C:9]([NH2:11])[N:10]=2)[CH:7]=1.CC1C=C(C)C=C(C)N=1.Cl[C:22]([O:24][C:25]1[CH:30]=[CH:29][CH:28]=[CH:27][CH:26]=1)=[O:23], predict the reaction product. The product is: [C:25]1([O:24][C:22](=[O:23])[NH:11][C:9]2[N:10]=[C:5]3[CH:4]=[CH:3][C:2]([Br:1])=[CH:7][N:6]3[CH:8]=2)[CH:30]=[CH:29][CH:28]=[CH:27][CH:26]=1.